Dataset: Forward reaction prediction with 1.9M reactions from USPTO patents (1976-2016). Task: Predict the product of the given reaction. (1) Given the reactants [F-].C([N+](CCCC)(CCCC)CCCC)CCC.O1CCCC1.[CH3:24][O:25][C:26](=[O:65])[CH2:27][C:28]1[CH:29]=[N:30][CH:31]=[C:32]([C:34]2[CH:39]=[CH:38][C:37]([C:40]([CH2:62][CH3:63])([C:43]3[CH:48]=[CH:47][C:46]([C:49]#[C:50][C:51]4([O:56][Si](C)(C)C)[CH2:55][CH2:54][CH2:53][CH2:52]4)=[C:45]([CH3:61])[CH:44]=3)[CH2:41][CH3:42])=[CH:36][C:35]=2[CH3:64])[CH:33]=1, predict the reaction product. The product is: [CH3:24][O:25][C:26](=[O:65])[CH2:27][C:28]1[CH:29]=[N:30][CH:31]=[C:32]([C:34]2[CH:39]=[CH:38][C:37]([C:40]([CH2:41][CH3:42])([C:43]3[CH:48]=[CH:47][C:46]([C:49]#[C:50][C:51]4([OH:56])[CH2:52][CH2:53][CH2:54][CH2:55]4)=[C:45]([CH3:61])[CH:44]=3)[CH2:62][CH3:63])=[CH:36][C:35]=2[CH3:64])[CH:33]=1. (2) Given the reactants [Cl:1][C:2]1[N:7]=[C:6](Cl)[C:5]([Cl:9])=[CH:4][N:3]=1.COB([C:14]1[CH:19]=[CH:18][C:17]([C:20]([OH:22])=[O:21])=[CH:16][CH:15]=1)O.[Cl-].[Li+].[C:25](=O)([O-])[O-].[Na+].[Na+], predict the reaction product. The product is: [CH3:25][O:22][C:20](=[O:21])[C:17]1[CH:16]=[CH:15][C:14]([C:6]2[C:5]([Cl:9])=[CH:4][N:3]=[C:2]([Cl:1])[N:7]=2)=[CH:19][CH:18]=1.